From a dataset of Full USPTO retrosynthesis dataset with 1.9M reactions from patents (1976-2016). Predict the reactants needed to synthesize the given product. (1) Given the product [F:24][C:18]1[CH:19]=[CH:20][CH:21]=[CH:22][C:17]=1[O:16][CH2:15][CH2:14][N:11]1[CH2:12][CH2:13][NH:8][CH2:9][CH2:10]1, predict the reactants needed to synthesize it. The reactants are: C(OC([N:8]1[CH2:13][CH2:12][N:11]([CH2:14][CH2:15][O:16][C:17]2[CH:22]=[CH:21][C:20](F)=[CH:19][CH:18]=2)[CH2:10][CH2:9]1)=O)(C)(C)C.[F:24]C(F)(F)C(O)=O. (2) Given the product [CH3:1][C:2]1[CH:6]=[CH:5][S:4][C:3]=1[CH2:7][NH:8][C:10]1[S:9][CH2:15][C:13](=[O:14])[N:12]=1, predict the reactants needed to synthesize it. The reactants are: [CH3:1][C:2]1[CH:6]=[CH:5][S:4][C:3]=1[CH2:7][NH2:8].[S:9]1[CH2:15][C:13](=[O:14])[NH:12][C:10]1=S.C(N(C(C)C)CC)(C)C. (3) Given the product [CH2:16]([NH:15][CH2:14][CH2:13][C:10]1[CH:9]=[CH:8][C:7]([CH2:6][C:5]([CH3:23])([CH3:24])[C:4]([OH:25])=[O:3])=[CH:12][CH:11]=1)[CH2:17][CH2:18][CH2:19][CH2:20][CH2:21][CH3:22], predict the reactants needed to synthesize it. The reactants are: C([O:3][C:4](=[O:25])[C:5]([CH3:24])([CH3:23])[CH2:6][C:7]1[CH:12]=[CH:11][C:10]([CH2:13][CH2:14][NH:15][CH2:16][CH2:17][CH2:18][CH2:19][CH2:20][CH2:21][CH3:22])=[CH:9][CH:8]=1)C.B(Br)(Br)Br.O.